From a dataset of Retrosynthesis with 50K atom-mapped reactions and 10 reaction types from USPTO. Predict the reactants needed to synthesize the given product. Given the product COP(=O)(OC)c1cc(-c2ccc(CBr)cc2)ccc1OC(C)=O, predict the reactants needed to synthesize it. The reactants are: COP(=O)(OC)c1cc(-c2ccc(C)cc2)ccc1OC(C)=O.O=C1CCC(=O)N1Br.